This data is from Forward reaction prediction with 1.9M reactions from USPTO patents (1976-2016). The task is: Predict the product of the given reaction. Given the reactants Cl[CH2:2][C:3]([NH:5][CH2:6][C:7]1([CH3:31])[CH2:16][C:15]2[C:10](=[C:11]3[CH2:22][C:21]([CH3:24])([CH3:23])[O:20][C:12]3=[C:13]([O:17][CH2:18][CH3:19])[CH:14]=2)[C:9]([C:25]2[CH:30]=[CH:29][CH:28]=[CH:27][CH:26]=2)=[N:8]1)=[O:4].[H-].[Na+].[NH:34]1[CH:38]=[CH:37][N:36]=[CH:35]1.O, predict the reaction product. The product is: [CH2:18]([O:17][C:13]1[CH:14]=[C:15]2[C:10](=[C:11]3[CH2:22][C:21]([CH3:24])([CH3:23])[O:20][C:12]=13)[C:9]([C:25]1[CH:30]=[CH:29][CH:28]=[CH:27][CH:26]=1)=[N:8][C:7]([CH2:6][NH:5][C:3](=[O:4])[CH2:2][N:34]1[CH:38]=[CH:37][N:36]=[CH:35]1)([CH3:31])[CH2:16]2)[CH3:19].